From a dataset of Reaction yield outcomes from USPTO patents with 853,638 reactions. Predict the reaction yield, written as a fraction of the theoretical maximum amount of product (1.0 means a 100% yield; for example, 0.34 means a 34% yield). (1) The catalyst is O1CCCC1. The product is [CH2:27]([O:26][C:24]([C:2]1[N:3]([CH2:9][O:10][CH2:11][CH2:12][Si:13]([CH3:16])([CH3:15])[CH3:14])[CH:4]=[C:5]([C:7]#[N:8])[N:6]=1)=[O:25])[CH3:28]. The reactants are Br[C:2]1[N:3]([CH2:9][O:10][CH2:11][CH2:12][Si:13]([CH3:16])([CH3:15])[CH3:14])[CH:4]=[C:5]([C:7]#[N:8])[N:6]=1.C([Mg]Cl)(C)C.C([C:24]([O:26][CH2:27][CH3:28])=[O:25])#N. The yield is 0.740. (2) The reactants are [C:1]([O:4][C@H:5]1[CH2:9][C@H:8]([N:10]2[CH:18]=[N:17][C:16]3[C:11]2=[N:12][CH:13]=[N:14][C:15]=3N)[O:7][C@@H:6]1[CH2:20][O:21][Si:22]([C:25]([CH3:28])([CH3:27])[CH3:26])([CH3:24])[CH3:23])(=[O:3])[CH3:2].C[Si]([Br:33])(C)C.C(ON=O)(C)(C)C.C([O-])(O)=O.[Na+]. The catalyst is BrCBr.C(Cl)Cl. The product is [C:1]([O:4][C@H:5]1[CH2:9][C@H:8]([N:10]2[CH:18]=[N:17][C:16]3[C:11]2=[N:12][CH:13]=[N:14][C:15]=3[Br:33])[O:7][C@@H:6]1[CH2:20][O:21][Si:22]([C:25]([CH3:28])([CH3:27])[CH3:26])([CH3:24])[CH3:23])(=[O:3])[CH3:2]. The yield is 0.550. (3) The yield is 0.831. The reactants are O[Li].O.[C:4]([O:8][C:9]([NH:11][C@H:12]([CH2:17][C:18]1[CH:23]=[CH:22][C:21]([Cl:24])=[C:20]([F:25])[CH:19]=1)[C:13]([O:15]C)=[O:14])=[O:10])([CH3:7])([CH3:6])[CH3:5].C1COCC1. The catalyst is O. The product is [C:4]([O:8][C:9]([NH:11][C@H:12]([CH2:17][C:18]1[CH:23]=[CH:22][C:21]([Cl:24])=[C:20]([F:25])[CH:19]=1)[C:13]([OH:15])=[O:14])=[O:10])([CH3:7])([CH3:5])[CH3:6]. (4) The reactants are [OH-].[Na+].Cl.[Cl:4][C:5]1[CH:33]=[CH:32][C:8]([O:9][C:10]2[CH:11]=[CH:12][C:13]3[N:17]=[C:16]([CH2:18][O:19][C:20]4[CH:21]=[C:22]([CH:27]=[CH:28][CH:29]=4)[C:23]([O:25]C)=[O:24])[N:15]([CH3:30])[C:14]=3[CH:31]=2)=[CH:7][C:6]=1[F:34].Cl. The catalyst is O1CCOCC1. The product is [ClH:4].[Cl:4][C:5]1[CH:33]=[CH:32][C:8]([O:9][C:10]2[CH:11]=[CH:12][C:13]3[N:17]=[C:16]([CH2:18][O:19][C:20]4[CH:21]=[C:22]([CH:27]=[CH:28][CH:29]=4)[C:23]([OH:25])=[O:24])[N:15]([CH3:30])[C:14]=3[CH:31]=2)=[CH:7][C:6]=1[F:34]. The yield is 0.720. (5) The reactants are Br[CH2:2][C:3]1[C:4]([F:20])=[C:5]([O:10][C:11]2[CH:12]=[C:13]([CH:16]=[C:17]([Cl:19])[CH:18]=2)[C:14]#[N:15])[C:6]([Cl:9])=[CH:7][CH:8]=1.[NH3:21]. The catalyst is C(Cl)Cl.CO. The product is [NH2:21][CH2:2][C:3]1[C:4]([F:20])=[C:5]([O:10][C:11]2[CH:12]=[C:13]([CH:16]=[C:17]([Cl:19])[CH:18]=2)[C:14]#[N:15])[C:6]([Cl:9])=[CH:7][CH:8]=1. The yield is 0.840. (6) The reactants are [CH3:1][O:2][C:3](=[O:21])[C:4]1[CH:9]=[C:8](Br)[C:7]([F:11])=[C:6]([F:12])[C:5]=1[NH:13][C:14]1[CH:19]=[CH:18][CH:17]=[CH:16][C:15]=1[Cl:20].[CH3:22][N:23]1CCCC1=O. The catalyst is C1(P(C2C=CC=CC=2)[C-]2C=CC=C2)C=CC=CC=1.[C-]1(P(C2C=CC=CC=2)C2C=CC=CC=2)C=CC=C1.[Fe+2].C1C=CC(/C=C/C(/C=C/C2C=CC=CC=2)=O)=CC=1.C1C=CC(/C=C/C(/C=C/C2C=CC=CC=2)=O)=CC=1.C1C=CC(/C=C/C(/C=C/C2C=CC=CC=2)=O)=CC=1.[Pd].[Pd].[C-]#N.[C-]#N.[Zn+2]. The product is [CH3:1][O:2][C:3](=[O:21])[C:4]1[CH:9]=[C:8]([C:22]#[N:23])[C:7]([F:11])=[C:6]([F:12])[C:5]=1[NH:13][C:14]1[CH:19]=[CH:18][CH:17]=[CH:16][C:15]=1[Cl:20]. The yield is 0.520. (7) The reactants are Cl.[F:2][C:3]([F:19])([F:18])[C:4]1[CH:9]=[CH:8][CH:7]=[CH:6][C:5]=1[N:10]1[CH2:17][C@@H:16]2[C@@H:12]([CH2:13][NH:14][CH2:15]2)[CH2:11]1.[Br:20][C:21]1[CH:22]=[CH:23][C:24]2[N:25]([C:27]([C:30]([O-])=[O:31])=[N:28][N:29]=2)[CH:26]=1.[Na+].CCN=C=NCCCN(C)C.C1C=CC2N(O)N=NC=2C=1.CCN(C(C)C)C(C)C. The catalyst is CN(C=O)C. The product is [Br:20][C:21]1[CH:22]=[CH:23][C:24]2[N:25]([C:27]([C:30]([N:14]3[CH2:13][C@@H:12]4[C@@H:16]([CH2:17][N:10]([C:5]5[CH:6]=[CH:7][CH:8]=[CH:9][C:4]=5[C:3]([F:18])([F:2])[F:19])[CH2:11]4)[CH2:15]3)=[O:31])=[N:28][N:29]=2)[CH:26]=1. The yield is 0.150.